Dataset: Full USPTO retrosynthesis dataset with 1.9M reactions from patents (1976-2016). Task: Predict the reactants needed to synthesize the given product. (1) Given the product [Cl:12][C:5]1[CH:4]=[CH:3][C:2]([B:13]2[O:17][C:16]([CH3:19])([CH3:18])[C:15]([CH3:21])([CH3:20])[O:14]2)=[CH:7][C:6]=1[O:8][CH:9]([F:11])[F:10], predict the reactants needed to synthesize it. The reactants are: Br[C:2]1[CH:3]=[CH:4][C:5]([Cl:12])=[C:6]([O:8][CH:9]([F:11])[F:10])[CH:7]=1.[B:13]1([B:13]2[O:17][C:16]([CH3:19])([CH3:18])[C:15]([CH3:21])([CH3:20])[O:14]2)[O:17][C:16]([CH3:19])([CH3:18])[C:15]([CH3:21])([CH3:20])[O:14]1.C([O-])(=O)C.[K+].[Cl-].[NH4+]. (2) Given the product [C:1]([O:24][CH2:23][CH:22]([O:21][C:20]1[CH:26]=[CH:27][C:17]([O:16][C:13]2[CH:12]=[CH:11][C:10]([C:9]([F:28])([F:8])[F:29])=[CH:15][N:14]=2)=[CH:18][CH:19]=1)[CH3:25])(=[O:3])[CH3:2], predict the reactants needed to synthesize it. The reactants are: [C:1](OC(=O)C)(=[O:3])[CH3:2].[F:8][C:9]([F:29])([F:28])[C:10]1[CH:11]=[CH:12][C:13]([O:16][C:17]2[CH:27]=[CH:26][C:20]([O:21][CH:22]([CH3:25])[CH2:23][OH:24])=[CH:19][CH:18]=2)=[N:14][CH:15]=1.C(N(CC)CC)C. (3) The reactants are: [F:1][C:2]1[CH:3]=[C:4]([S:17][C:18]2[CH:27]=[CH:26][C:21]([C:22]([O:24]C)=[O:23])=[CH:20][C:19]=2[NH:28][C:29]2[C:30]3[CH:38]=[CH:37][C:36]([CH:39]([CH3:41])[CH3:40])=[N:35][C:31]=3[N:32]=[CH:33][N:34]=2)[CH:5]=[CH:6][C:7]=1[NH:8]C(OCC(Cl)(Cl)Cl)=O.[Li+].[OH-]. Given the product [NH2:8][C:7]1[CH:6]=[CH:5][C:4]([S:17][C:18]2[CH:27]=[CH:26][C:21]([C:22]([OH:24])=[O:23])=[CH:20][C:19]=2[NH:28][C:29]2[C:30]3[CH:38]=[CH:37][C:36]([CH:39]([CH3:40])[CH3:41])=[N:35][C:31]=3[N:32]=[CH:33][N:34]=2)=[CH:3][C:2]=1[F:1], predict the reactants needed to synthesize it. (4) Given the product [F:1][C:2]([F:7])([F:6])[C:3]([OH:5])=[O:4].[Cl:15][C:16]1[CH:17]=[N:18][C:19]2[NH:20][C:21]3[CH:22]=[CH:23][CH:24]=[C:25]([CH:48]=3)[CH2:26][CH2:27][C:28]3[CH:36]=[C:32]([NH:33][C:34]=1[N:35]=2)[CH:31]=[CH:30][C:29]=3[NH:37][C:38](=[O:47])[CH2:39][CH2:40][CH:41]1[CH2:42][CH2:43][N:44]([C:55]([C:52]2[CH:51]=[C:50]([CH3:49])[O:54][N:53]=2)=[O:56])[CH2:45][CH2:46]1, predict the reactants needed to synthesize it. The reactants are: [F:1][C:2]([F:7])([F:6])[C:3]([OH:5])=[O:4].FC(F)(F)C(O)=O.[Cl:15][C:16]1[CH:17]=[N:18][C:19]2[NH:20][C:21]3[CH:22]=[CH:23][CH:24]=[C:25]([CH:48]=3)[CH2:26][CH2:27][C:28]3[CH:36]=[C:32]([NH:33][C:34]=1[N:35]=2)[CH:31]=[CH:30][C:29]=3[NH:37][C:38](=[O:47])[CH2:39][CH2:40][CH:41]1[CH2:46][CH2:45][NH:44][CH2:43][CH2:42]1.[CH3:49][C:50]1[O:54][N:53]=[C:52]([C:55](Cl)=[O:56])[CH:51]=1. (5) The reactants are: [O:1]1[C:5]2([CH2:10][CH2:9][NH:8][CH2:7][CH2:6]2)[O:4][CH2:3][CH2:2]1.C(N(C(C)C)CC)(C)C.[Cl:20][C:21]1[CH:26]=[C:25](Cl)[N:24]=[CH:23][N:22]=1. Given the product [Cl:20][C:21]1[N:22]=[CH:23][N:24]=[C:25]([N:8]2[CH2:9][CH2:10][C:5]3([O:4][CH2:3][CH2:2][O:1]3)[CH2:6][CH2:7]2)[CH:26]=1, predict the reactants needed to synthesize it. (6) Given the product [CH:14]1[CH:13]=[CH:12][C:11]2[C:10]3[CH:9]=[CH:8][CH:7]=[CH:6][C:5]=3[NH:4][CH2:3][C:16]=2[CH:15]=1.[CH2:1]([CH:3]1[C:16]2[C:11](=[CH:12][CH:13]=[C:14]([F:17])[CH:15]=2)[C:10]2[CH:9]=[CH:8][CH:7]=[CH:6][C:5]=2[N:4]1[S:56]([C:53]1[CH:52]=[CH:51][C:50]([O:49][CH3:48])=[CH:55][CH:54]=1)(=[O:58])=[O:57])[CH3:2], predict the reactants needed to synthesize it. The reactants are: [CH2:1]([C:3]1[N:4]=[C:5]2[C:10](=[C:11]3[C:16]=1[CH:15]=[C:14]([F:17])[CH:13]=[CH:12]3)[CH:9]=[CH:8][CH:7]=[CH:6]2)[CH3:2].[BH4-].[Na+].FC(F)(F)C(O)=O.C1C=CC2C3C=CC=CC=3NCC=2C=1.C(N(CC)CC)C.[CH3:48][O:49][C:50]1[CH:55]=[CH:54][C:53]([S:56](Cl)(=[O:58])=[O:57])=[CH:52][CH:51]=1. (7) Given the product [CH2:1]([N:8]1[C:16]2[C:11](=[CH:12][C:13]([C:17]3[CH:26]=[CH:25][C:20]([O:21][CH2:22][C:23]4[NH:40][N:39]=[N:38][N:24]=4)=[CH:19][CH:18]=3)=[CH:14][CH:15]=2)[C:10]([CH2:27][CH2:28][CH2:29][CH2:30][CH3:31])=[C:9]1[C:32]1[CH:33]=[CH:34][CH:35]=[CH:36][CH:37]=1)[C:2]1[CH:3]=[CH:4][CH:5]=[CH:6][CH:7]=1, predict the reactants needed to synthesize it. The reactants are: [CH2:1]([N:8]1[C:16]2[C:11](=[CH:12][C:13]([C:17]3[CH:26]=[CH:25][C:20]([O:21][CH2:22][C:23]#[N:24])=[CH:19][CH:18]=3)=[CH:14][CH:15]=2)[C:10]([CH2:27][CH2:28][CH2:29][CH2:30][CH3:31])=[C:9]1[C:32]1[CH:37]=[CH:36][CH:35]=[CH:34][CH:33]=1)[C:2]1[CH:7]=[CH:6][CH:5]=[CH:4][CH:3]=1.[N-:38]=[N+:39]=[N-:40].[Na+].[NH4+].[Cl-]. (8) Given the product [CH2:1]([N:8]1[C@H:13]2[CH2:12][CH2:11][C@@:10]3([CH:26]=[C:27]([C:29]4[CH:34]=[C:33]([O:35][C:36]([F:38])([F:39])[F:37])[CH:32]=[CH:31][C:30]=4[O:40][CH:41]4[CH2:42][CH2:43]4)[C:90](=[O:89])[O:25]3)[C@:9]1([C:44]1[CH:45]=[CH:46][CH:47]=[CH:48][CH:49]=1)[CH2:15][C@H:14]2[S:16]([C:19]1[CH:20]=[CH:21][CH:22]=[CH:23][CH:24]=1)(=[O:17])=[O:18])[C:2]1[CH:7]=[CH:6][CH:5]=[CH:4][CH:3]=1, predict the reactants needed to synthesize it. The reactants are: [CH2:1]([N:8]1[C@@H:13]2[C@H:14]([S:16]([C:19]3[CH:24]=[CH:23][CH:22]=[CH:21][CH:20]=3)(=[O:18])=[O:17])[CH2:15][C@@:9]1([C:44]1[CH:49]=[CH:48][CH:47]=[CH:46][CH:45]=1)[C@@:10](/[CH:26]=[C:27](/[C:29]1[CH:34]=[C:33]([O:35][C:36]([F:39])([F:38])[F:37])[CH:32]=[CH:31][C:30]=1[O:40][CH:41]1[CH2:43][CH2:42]1)\I)([OH:25])[CH2:11][CH2:12]2)[C:2]1[CH:7]=[CH:6][CH:5]=[CH:4][CH:3]=1.C1(P(C2C=CC=CC=2)CCCCP(C2C=CC=CC=2)C2C=CC=CC=2)C=CC=CC=1.C(N(C(C)C)C(C)C)C.[O:89]1CCC[CH2:90]1. (9) Given the product [CH2:1]([O:8][C:9]1[CH:24]=[CH:23][C:22]([C:25]2[O:26][C:27]3[C:32]([C:33](=[O:43])[C:34]=2[O:35][CH2:36][C:37]2[CH:42]=[CH:41][CH:40]=[CH:39][CH:38]=2)=[C:31]([OH:44])[CH:30]=[C:29]([O:45][CH2:46][C:47]2[CH:52]=[CH:51][CH:50]=[CH:49][CH:48]=2)[CH:28]=3)=[CH:21][C:10]=1[O:11][CH2:12][P:13](=[O:14])([OH:17])[OH:20])[C:2]1[CH:3]=[CH:4][CH:5]=[CH:6][CH:7]=1, predict the reactants needed to synthesize it. The reactants are: [CH2:1]([O:8][C:9]1[CH:24]=[CH:23][C:22]([C:25]2[O:26][C:27]3[C:32]([C:33](=[O:43])[C:34]=2[O:35][CH2:36][C:37]2[CH:42]=[CH:41][CH:40]=[CH:39][CH:38]=2)=[C:31]([OH:44])[CH:30]=[C:29]([O:45][CH2:46][C:47]2[CH:52]=[CH:51][CH:50]=[CH:49][CH:48]=2)[CH:28]=3)=[CH:21][C:10]=1[O:11][CH2:12][P:13](=[O:20])([O:17]CC)[O:14]CC)[C:2]1[CH:7]=[CH:6][CH:5]=[CH:4][CH:3]=1.Br[Si](C)(C)C.CO.